This data is from Full USPTO retrosynthesis dataset with 1.9M reactions from patents (1976-2016). The task is: Predict the reactants needed to synthesize the given product. (1) Given the product [CH3:1][O:2][C:3]([C:5]1[O:9][C:8]([C:10]2[CH:15]=[CH:14][C:13]([C:16]#[N:17])=[CH:12][CH:11]=2)=[N:7][C:6]=1[CH2:18][Br:26])=[O:4], predict the reactants needed to synthesize it. The reactants are: [CH3:1][O:2][C:3]([C:5]1[O:9][C:8]([C:10]2[CH:15]=[CH:14][C:13]([C:16]#[N:17])=[CH:12][CH:11]=2)=[N:7][C:6]=1[CH3:18])=[O:4].C1C(=O)N([Br:26])C(=O)C1. (2) The reactants are: [NH2:1][C:2]1[CH:3]=[C:4]([OH:12])[C:5](=[CH:10][CH:11]=1)[C:6]([O:8][CH3:9])=[O:7].[Br:13][C:14]1[CH:15]=[C:16]([S:20](Cl)(=[O:22])=[O:21])[CH:17]=[CH:18][CH:19]=1.N1C=CC=CC=1. Given the product [Br:13][C:14]1[CH:15]=[C:16]([S:20]([NH:1][C:2]2[CH:11]=[CH:10][C:5]([C:6]([O:8][CH3:9])=[O:7])=[C:4]([OH:12])[CH:3]=2)(=[O:22])=[O:21])[CH:17]=[CH:18][CH:19]=1, predict the reactants needed to synthesize it. (3) Given the product [NH:28]1[CH:29]=[C:25]([C:21]2[CH:20]=[C:19]([NH:18][C:16]([C:13]3[CH:12]=[CH:11][C:10]4[CH:9]=[C:8]5[C:2](=[O:1])[NH:3][CH2:4][CH2:5][CH2:6][N:7]5[C:15]=4[CH:14]=3)=[O:17])[CH:24]=[CH:23][CH:22]=2)[N:26]=[CH:27]1, predict the reactants needed to synthesize it. The reactants are: [O:1]=[C:2]1[C:8]2=[CH:9][C:10]3[CH:11]=[CH:12][C:13]([C:16]([NH:18][C:19]4[CH:24]=[CH:23][CH:22]=[C:21]([C:25]5[N:26]=[CH:27][N:28](C(C6C=CC=CC=6)(C6C=CC=CC=6)C6C=CC=CC=6)[CH:29]=5)[CH:20]=4)=[O:17])=[CH:14][C:15]=3[N:7]2[CH2:6][CH2:5][CH2:4][NH:3]1.CO.C(O)(C(F)(F)F)=O. (4) The reactants are: [CH2:1]([O:8][C:9]1[CH:10]=[C:11]([C:16]2[C:17]([N:35]3[CH2:40][CH2:39][C:38]([CH3:42])([CH3:41])[CH2:37][CH2:36]3)=[C:18]([C@H:24]([O:30][C:31]([CH3:34])([CH3:33])[CH3:32])[C:25]([O:27]CC)=[O:26])[C:19]([CH3:23])=[N:20][C:21]=2[CH3:22])[CH:12]=[CH:13][C:14]=1[CH3:15])[C:2]1[CH:7]=[CH:6][CH:5]=[CH:4][CH:3]=1.[OH-].[Na+]. Given the product [CH2:1]([O:8][C:9]1[CH:10]=[C:11]([C:16]2[C:17]([N:35]3[CH2:36][CH2:37][C:38]([CH3:42])([CH3:41])[CH2:39][CH2:40]3)=[C:18]([C@H:24]([O:30][C:31]([CH3:33])([CH3:34])[CH3:32])[C:25]([OH:27])=[O:26])[C:19]([CH3:23])=[N:20][C:21]=2[CH3:22])[CH:12]=[CH:13][C:14]=1[CH3:15])[C:2]1[CH:3]=[CH:4][CH:5]=[CH:6][CH:7]=1, predict the reactants needed to synthesize it. (5) The reactants are: [CH3:1][C:2]([N:6]1[CH:10]=[N:9][N:8]=[N:7]1)([CH3:5])[CH2:3][OH:4].[Br:11][C:12]1[N:17]=[CH:16][C:15](O)=[CH:14][CH:13]=1. Given the product [Br:11][C:12]1[CH:13]=[CH:14][C:15]([O:4][CH2:3][C:2]([CH3:5])([N:6]2[CH:10]=[N:9][N:8]=[N:7]2)[CH3:1])=[CH:16][N:17]=1, predict the reactants needed to synthesize it. (6) Given the product [CH3:16][O:14][C:11]1[N:12]=[C:13]2[C:8]([CH:7]=[CH:6][C:5](=[O:15])[N:4]2[CH2:1][CH:2]=[CH2:3])=[CH:9][CH:10]=1, predict the reactants needed to synthesize it. The reactants are: [CH2:1]([N:4]1[C:13]2[NH:12][C:11](=[O:14])[CH:10]=[CH:9][C:8]=2[CH:7]=[CH:6][C:5]1=[O:15])[CH:2]=[CH2:3].[CH3:16]C(C)([O-])C.[K+].C1COCC1.CI. (7) Given the product [F:1][C:2]1[CH:10]=[CH:9][C:5]([C:6]([O:8][CH3:14])=[O:7])=[CH:4][C:3]=1[O:24][CH3:23], predict the reactants needed to synthesize it. The reactants are: [F:1][C:2]1[CH:10]=[CH:9][C:5]([C:6]([OH:8])=[O:7])=[CH:4][C:3]=1O.CI.[C:14](=O)([O-])[O-].[K+].[K+].CN([CH:23]=[O:24])C.